From a dataset of Forward reaction prediction with 1.9M reactions from USPTO patents (1976-2016). Predict the product of the given reaction. (1) The product is: [ClH:27].[NH2:12][C@H:8]([CH2:7][C:4]1[CH:3]=[CH:2][C:1]([C:21]2[CH:26]=[CH:25][CH:24]=[CH:23][CH:22]=2)=[CH:6][CH:5]=1)[CH2:9][C@@H:10]([CH3:20])[C:11]([OH:19])=[O:30]. Given the reactants [C:1]1([C:21]2[CH:26]=[CH:25][CH:24]=[CH:23][CH:22]=2)[CH:6]=[CH:5][C:4]([CH2:7][C@H:8]2[N:12](C(=O)C(C)(C)C)[C:11](=[O:19])[C@H:10]([CH3:20])[CH2:9]2)=[CH:3][CH:2]=1.[ClH:27].C(O)(=[O:30])C, predict the reaction product. (2) Given the reactants [F:1][C:2]1[C:3]2[N:11]([C@H:12]3[C@H:19]4[C@H:15]([O:16]C(C)(C)[O:18]4)[C@@H:14]([CH3:22])[CH2:13]3)[CH:10]=[N:9][C:4]=2[C:5]([NH2:8])=[N:6][CH:7]=1.Cl, predict the reaction product. The product is: [NH2:8][C:5]1[CH:4]2[N:9]=[CH:10][N:11]([C@@H:12]3[CH2:13][C@H:14]([CH3:22])[C@@H:15]([OH:16])[C@H:19]3[OH:18])[CH:3]2[C:2]([F:1])=[CH:7][N:6]=1. (3) Given the reactants [N+:1]([C:4]1[CH:21]=[CH:20][C:7]2[N:8]=[C:9]([NH:11][C:12](=[O:19])[C:13]3[CH:18]=[CH:17][N:16]=[CH:15][CH:14]=3)[S:10][C:6]=2[CH:5]=1)([O-])=O.CN(C)C=O, predict the reaction product. The product is: [NH2:1][C:4]1[CH:21]=[CH:20][C:7]2[N:8]=[C:9]([NH:11][C:12](=[O:19])[C:13]3[CH:14]=[CH:15][N:16]=[CH:17][CH:18]=3)[S:10][C:6]=2[CH:5]=1. (4) Given the reactants S(Cl)(Cl)=O.CO.[NH2:7][C:8]1[CH:13]=[CH:12][C:11]([CH2:14][CH2:15][C:16]([OH:18])=[O:17])=[CH:10][CH:9]=1.[C:19]([O-])(O)=O.[Na+], predict the reaction product. The product is: [NH2:7][C:8]1[CH:9]=[CH:10][C:11]([CH2:14][CH2:15][C:16]([O:18][CH3:19])=[O:17])=[CH:12][CH:13]=1.